This data is from Peptide-MHC class II binding affinity with 134,281 pairs from IEDB. The task is: Regression. Given a peptide amino acid sequence and an MHC pseudo amino acid sequence, predict their binding affinity value. This is MHC class II binding data. (1) The binding affinity (normalized) is 0.696. The MHC is DRB1_0301 with pseudo-sequence DRB1_0301. The peptide sequence is FFTELDGVRLHRFAPPCKPL. (2) The peptide sequence is YDKFLANRSTVLTGK. The MHC is DRB1_0404 with pseudo-sequence DRB1_0404. The binding affinity (normalized) is 0.757.